This data is from Catalyst prediction with 721,799 reactions and 888 catalyst types from USPTO. The task is: Predict which catalyst facilitates the given reaction. (1) Reactant: [CH2:1]([O:8][C:9]([NH:11][C@H:12]([C:17]([NH:19][CH:20]1[CH2:25][CH2:24][N:23]([C:26](=[O:43])[C@@H](NC(OCC2C=CC=CC=2)=O)CC(C)C)[CH2:22][C:21]1=[O:44])=[O:18])[CH2:13][CH:14]([CH3:16])[CH3:15])=[O:10])[C:2]1[CH:7]=[CH:6][CH:5]=[CH:4][CH:3]=1.CCN(C(C)C)C(C)C.C(Cl)(=O)[C:55]1[CH:60]=[CH:59][CH:58]=[CH:57][CH:56]=1. Product: [CH2:1]([O:8][C:9]([NH:11][C@H:12]([C:17]([NH:19][CH:20]1[CH2:25][CH2:24][N:23]([C:26](=[O:43])[C:55]2[CH:60]=[CH:59][CH:58]=[CH:57][CH:56]=2)[CH2:22][C:21]1=[O:44])=[O:18])[CH2:13][CH:14]([CH3:16])[CH3:15])=[O:10])[C:2]1[CH:3]=[CH:4][CH:5]=[CH:6][CH:7]=1. The catalyst class is: 2. (2) Reactant: [F:1][C:2]1[CH:7]=[CH:6][C:5]([CH:8]2[N:13]3[N:14]=[C:15]([N:17]([C:25]([O:27][C:28]([CH3:31])([CH3:30])[CH3:29])=[O:26])[C:18]([O:20][C:21]([CH3:24])([CH3:23])[CH3:22])=[O:19])[N:16]=[C:12]3[CH2:11][NH:10][CH2:9]2)=[CH:4][CH:3]=1.C(N(C(C)C)CC)(C)C.FC(F)(F)S(O[CH2:47][C:48]([F:51])([F:50])[F:49])(=O)=O. Product: [F:1][C:2]1[CH:7]=[CH:6][C:5]([CH:8]2[N:13]3[N:14]=[C:15]([N:17]([C:18]([O:20][C:21]([CH3:22])([CH3:23])[CH3:24])=[O:19])[C:25]([O:27][C:28]([CH3:31])([CH3:30])[CH3:29])=[O:26])[N:16]=[C:12]3[CH2:11][N:10]([CH2:47][C:48]([F:51])([F:50])[F:49])[CH2:9]2)=[CH:4][CH:3]=1. The catalyst class is: 1. (3) Reactant: [Br:1][CH2:2][CH2:3][CH2:4][CH2:5][CH2:6][C:7]([CH3:19])([C:13]1[CH:18]=[CH:17][CH:16]=[CH:15][CH:14]=1)[C:8](OCC)=[O:9].[H-].[H-].[H-].[H-].[Li+].[Al+3]. Product: [Br:1][CH2:2][CH2:3][CH2:4][CH2:5][CH2:6][C:7]([CH3:19])([C:13]1[CH:14]=[CH:15][CH:16]=[CH:17][CH:18]=1)[CH2:8][OH:9]. The catalyst class is: 28. (4) Reactant: [CH:1]([C:3]1[CH:4]=[C:5]([C:21]2[CH:26]=[CH:25][CH:24]=[CH:23][CH:22]=2)[N:6]([S:8]([C:11]2[CH:20]=[CH:19][CH:18]=[CH:17][C:12]=2[C:13]([O:15][CH3:16])=[O:14])(=[O:10])=[O:9])[CH:7]=1)=O.CO.[CH3:29][NH2:30].[BH4-].[Na+].O. Product: [CH3:29][NH:30][CH2:1][C:3]1[CH:4]=[C:5]([C:21]2[CH:26]=[CH:25][CH:24]=[CH:23][CH:22]=2)[N:6]([S:8]([C:11]2[CH:20]=[CH:19][CH:18]=[CH:17][C:12]=2[C:13]([O:15][CH3:16])=[O:14])(=[O:10])=[O:9])[CH:7]=1. The catalyst class is: 5.